From a dataset of Full USPTO retrosynthesis dataset with 1.9M reactions from patents (1976-2016). Predict the reactants needed to synthesize the given product. (1) Given the product [CH3:1][C:2]12[C:8]([CH3:9])([CH3:10])[C:5]([C:11]([O:13][CH2:14][C@H:15]3[C@H:17]([CH2:18][O:19][CH2:20][CH3:37])[C@@:16]3([CH3:35])[C:21]3[CH:30]=[CH:29][C:28]4[C:27]([CH3:32])([CH3:31])[CH2:26][CH2:25][C:24]([CH3:34])([CH3:33])[C:23]=4[CH:22]=3)=[O:12])([CH2:6][CH2:7]1)[O:4][C:3]2=[O:36].[CH3:37][C:38]12[C:44]([CH3:45])([CH3:46])[C:41]([C:47]([O:49][CH2:50][C@@H:51]3[C@@H:53]([CH2:54][O:55][CH2:56][CH3:73])[C@:52]3([CH3:71])[C:57]3[CH:66]=[CH:65][C:64]4[C:63]([CH3:68])([CH3:67])[CH2:62][CH2:61][C:60]([CH3:70])([CH3:69])[C:59]=4[CH:58]=3)=[O:48])([CH2:42][CH2:43]1)[O:40][C:39]2=[O:72], predict the reactants needed to synthesize it. The reactants are: [CH3:1][C:2]12[C:8]([CH3:10])([CH3:9])[C:5]([C:11]([O:13][CH2:14][C@H:15]3[C@@H:17]([CH2:18][O:19][CH3:20])[C@@:16]3([CH3:35])[C:21]3[CH:30]=[CH:29][C:28]4[C:27]([CH3:32])([CH3:31])[CH2:26][CH2:25][C:24]([CH3:34])([CH3:33])[C:23]=4[CH:22]=3)=[O:12])([CH2:6][CH2:7]1)[O:4][C:3]2=[O:36].[CH3:37][C:38]12[C:44]([CH3:46])([CH3:45])[C:41]([C:47]([O:49][CH2:50][C@@H:51]3[C@H:53]([CH2:54][O:55][CH3:56])[C@:52]3([CH3:71])[C:57]3[CH:66]=[CH:65][C:64]4[C:63]([CH3:68])([CH3:67])[CH2:62][CH2:61][C:60]([CH3:70])([CH3:69])[C:59]=4[CH:58]=3)=[O:48])([CH2:42][CH2:43]1)[O:40][C:39]2=[O:72].[CH3:73]COC(C)=O. (2) Given the product [CH3:1][O:2][C:3](=[O:15])[C@@H:4]([NH:7][C:8]([O:10][C:11]([CH3:14])([CH3:13])[CH3:12])=[O:9])[CH2:5][CH:26]([C:27]([C:28]1[CH:33]=[CH:32][N:31]=[CH:30][CH:29]=1)=[O:34])[C:25]([O:24][CH2:22][CH3:23])=[O:35], predict the reactants needed to synthesize it. The reactants are: [CH3:1][O:2][C:3](=[O:15])[C@H:4]([NH:7][C:8]([O:10][C:11]([CH3:14])([CH3:13])[CH3:12])=[O:9])[CH2:5]I.C([O-])([O-])=O.[Cs+].[Cs+].[CH2:22]([O:24][C:25](=[O:35])[CH2:26][C:27](=[O:34])[C:28]1[CH:33]=[CH:32][N:31]=[CH:30][CH:29]=1)[CH3:23].C(O)(C(F)(F)F)=O. (3) The reactants are: [CH3:1][C:2]([C:6]1[CH:11]=[CH:10][C:9]([N+:12]([O-:14])=[O:13])=[CH:8][CH:7]=1)([CH3:5])[CH:3]=O.[CH2:15]([NH2:17])[CH3:16].[BH4-].[Na+]. Given the product [CH2:15]([NH:17][CH2:3][C:2]([CH3:5])([C:6]1[CH:11]=[CH:10][C:9]([N+:12]([O-:14])=[O:13])=[CH:8][CH:7]=1)[CH3:1])[CH3:16], predict the reactants needed to synthesize it. (4) Given the product [Si:26]([O:1][CH2:2][CH2:3][O:4][CH:5]1[CH2:10][CH2:9][CH:8]([C:11]([O:13][CH3:14])=[O:12])[CH2:7][CH2:6]1)([C:22]([CH3:25])([CH3:24])[CH3:23])([C:34]1[CH:35]=[CH:36][CH:37]=[CH:38][CH:39]=1)[C:28]1[CH:33]=[CH:32][CH:31]=[CH:30][CH:29]=1, predict the reactants needed to synthesize it. The reactants are: [OH:1][CH2:2][CH2:3][O:4][CH:5]1[CH2:10][CH2:9][CH:8]([C:11]([O:13][CH3:14])=[O:12])[CH2:7][CH2:6]1.C(N(CC)CC)C.[C:22]([Si:26]([C:34]1[CH:39]=[CH:38][CH:37]=[CH:36][CH:35]=1)([C:28]1[CH:33]=[CH:32][CH:31]=[CH:30][CH:29]=1)Cl)([CH3:25])([CH3:24])[CH3:23].C(=O)(O)[O-].[Na+]. (5) The reactants are: CC1(C)[O:6][CH:5]([CH2:7][NH:8]/[C:9](/[NH:20][C:21]2[NH:25][N:24]=[C:23]([C:26]([F:29])([F:28])[F:27])[CH:22]=2)=[N:10]/[C:11](=[O:19])[C:12]2[CH:17]=[CH:16][C:15]([F:18])=[CH:14][CH:13]=2)[CH2:4][O:3]1.C1(C)C=CC(S(O)(=O)=O)=CC=1.C(N(CC)CC)C. Given the product [OH:6][CH:5]([CH2:4][OH:3])[CH2:7][NH:8]/[C:9](/[NH:20][C:21]1[NH:25][N:24]=[C:23]([C:26]([F:27])([F:29])[F:28])[CH:22]=1)=[N:10]/[C:11](=[O:19])[C:12]1[CH:13]=[CH:14][C:15]([F:18])=[CH:16][CH:17]=1, predict the reactants needed to synthesize it. (6) Given the product [CH3:1][O:2][C:3]([CH:5]1[CH2:10][CH2:9][CH:8]([CH2:11][OH:12])[CH2:7][N:6]1[S:14]([CH3:17])(=[O:15])=[O:16])=[O:4], predict the reactants needed to synthesize it. The reactants are: [CH3:1][O:2][C:3]([CH:5]1[CH2:10][CH2:9][CH:8]([C:11](O)=[O:12])[CH2:7][N:6]1[S:14]([CH3:17])(=[O:16])=[O:15])=[O:4].B. (7) The reactants are: C[Si](C)(C)[O:3][C:4]1[CH:5]2[CH2:11][CH2:10][CH:8]([CH:9]=1)[C:7]([C:12]([O:14][CH2:15][CH3:16])=[O:13])=[CH:6]2.C(O)(=O)C.CCCC[N+](CCCC)(CCCC)CCCC.[F-]. Given the product [O:3]=[C:4]1[CH2:9][CH:8]2[CH2:10][CH2:11][CH:5]1[CH:6]=[C:7]2[C:12]([O:14][CH2:15][CH3:16])=[O:13], predict the reactants needed to synthesize it.